This data is from Full USPTO retrosynthesis dataset with 1.9M reactions from patents (1976-2016). The task is: Predict the reactants needed to synthesize the given product. (1) Given the product [F:24][C:22]1[CH:21]=[CH:20][C:19]2[CH:15]([NH:14][C:11]3[O:12][CH2:13][C:8]4[CH:7]=[C:6]([NH:5][C:3](=[O:4])[CH2:2][N:27]5[CH2:32][CH2:31][O:30][CH2:29][CH2:28]5)[CH:26]=[CH:25][C:9]=4[N:10]=3)[CH2:16][O:17][C:18]=2[CH:23]=1, predict the reactants needed to synthesize it. The reactants are: Cl[CH2:2][C:3]([NH:5][C:6]1[CH:26]=[CH:25][C:9]2[N:10]=[C:11]([NH:14][CH:15]3[C:19]4[CH:20]=[CH:21][C:22]([F:24])=[CH:23][C:18]=4[O:17][CH2:16]3)[O:12][CH2:13][C:8]=2[CH:7]=1)=[O:4].[NH:27]1[CH2:32][CH2:31][O:30][CH2:29][CH2:28]1. (2) Given the product [OH:2][C@H:3]1[O:22][C@H:21]([CH2:23][OH:24])[C@@H:8]([O:9][C@@H:10]2[O:18][C@H:17]([CH2:19][OH:20])[C@H:15]([OH:16])[C@H:13]([OH:14])[C@H:11]2[OH:12])[C@H:6]([OH:7])[C@H:4]1[OH:5], predict the reactants needed to synthesize it. The reactants are: O.[OH:2][C@H:3]1[O:22][C@H:21]([CH2:23][OH:24])[C@@H:8]([O:9][C@@H:10]2[O:18][C@H:17]([CH2:19][OH:20])[C@H:15]([OH:16])[C@H:13]([OH:14])[C@H:11]2[OH:12])[C@H:6]([OH:7])[C@H:4]1[OH:5].